Task: Predict the product of the given reaction.. Dataset: Forward reaction prediction with 1.9M reactions from USPTO patents (1976-2016) (1) The product is: [NH2:17][C:8]1[C:9]([N+:11]([O-:13])=[O:12])=[CH:10][C:5]([C:4]([O:3][CH2:1][CH3:2])=[O:16])=[C:6]([F:15])[CH:7]=1. Given the reactants [CH2:1]([O:3][C:4](=[O:16])[C:5]1[CH:10]=[C:9]([N+:11]([O-:13])=[O:12])[C:8](F)=[CH:7][C:6]=1[F:15])[CH3:2].[NH3:17], predict the reaction product. (2) Given the reactants Cl.[NH2:2][OH:3].O[C:5]1[C:6](=[O:15])[O:7][C:8]2[C:13]([CH:14]=1)=[CH:12][CH:11]=[CH:10][CH:9]=2.C([O-])(=O)C.[Na+], predict the reaction product. The product is: [O:3]1[C:12]2[CH:11]=[CH:10][CH:9]=[CH:8][C:13]=2[C:14]([CH2:5][C:6]([OH:15])=[O:7])=[N:2]1. (3) Given the reactants [Cl:1][C:2]1[CH:8]=[C:7]([O:9][C:10]2[C:11]3[N:18]([CH3:19])[CH:17]=[CH:16][C:12]=3[N:13]=[CH:14][N:15]=2)[CH:6]=[CH:5][C:3]=1[NH2:4].C(N(CC)CC)C.[Cl:27][C:28]1[CH:33]=[CH:32][C:31]([N:34]=[C:35]=[O:36])=[CH:30][C:29]=1[C:37]([F:40])([F:39])[F:38], predict the reaction product. The product is: [Cl:1][C:2]1[CH:8]=[C:7]([O:9][C:10]2[C:11]3[N:18]([CH3:19])[CH:17]=[CH:16][C:12]=3[N:13]=[CH:14][N:15]=2)[CH:6]=[CH:5][C:3]=1[NH:4][C:35]([NH:34][C:31]1[CH:32]=[CH:33][C:28]([Cl:27])=[C:29]([C:37]([F:39])([F:38])[F:40])[CH:30]=1)=[O:36]. (4) Given the reactants [N+:1]([C:4]1[C:13]2[N:12]=[CH:11][CH:10]=[N:9][C:8]=2[C:7]([C:14]#[N:15])=[CH:6][CH:5]=1)([O-])=O, predict the reaction product. The product is: [NH2:1][C:4]1[C:13]2[N:12]=[CH:11][CH:10]=[N:9][C:8]=2[C:7]([C:14]#[N:15])=[CH:6][CH:5]=1. (5) Given the reactants [NH2:1][C:2]1[CH:3]=[C:4]([C:8]([C:10]2[C:14]3[CH:15]=[N:16][CH:17]=[C:18]([F:19])[C:13]=3[N:12]([C:20]([CH3:31])([CH3:30])[CH2:21][O:22][Si:23]([C:26]([CH3:29])([CH3:28])[CH3:27])([CH3:25])[CH3:24])[CH:11]=2)=[O:9])[CH:5]=[N:6][CH:7]=1.[Cl:32][C:33]1[CH:34]=[CH:35][C:36]([CH2:39][C:40](O)=[O:41])=[N:37][CH:38]=1.CCN(C(C)C)C(C)C.C(P1(=O)OP(CCC)(=O)OP(CCC)(=O)O1)CC, predict the reaction product. The product is: [C:26]([Si:23]([CH3:24])([CH3:25])[O:22][CH2:21][C:20]([N:12]1[C:13]2[C:18]([F:19])=[CH:17][N:16]=[CH:15][C:14]=2[C:10]([C:8]([C:4]2[CH:3]=[C:2]([NH:1][C:40](=[O:41])[CH2:39][C:36]3[CH:35]=[CH:34][C:33]([Cl:32])=[CH:38][N:37]=3)[CH:7]=[N:6][CH:5]=2)=[O:9])=[CH:11]1)([CH3:31])[CH3:30])([CH3:29])([CH3:28])[CH3:27]. (6) Given the reactants Cl.[CH:2]1([NH:8][NH2:9])[CH2:7][CH2:6][CH2:5][CH2:4][CH2:3]1.C(O[CH:13]=[C:14]([C:20]#[N:21])[C:15]([O:17][CH2:18][CH3:19])=[O:16])C.C([O-])(=O)C.[Na+], predict the reaction product. The product is: [CH2:18]([O:17][C:15]([C:14]1[CH:13]=[N:9][N:8]([CH:2]2[CH2:7][CH2:6][CH2:5][CH2:4][CH2:3]2)[C:20]=1[NH2:21])=[O:16])[CH3:19]. (7) Given the reactants [N+](C1C=C(S(O[CH2:14][C@@H:15]2[CH2:17][O:16]2)(=O)=O)C=CC=1)([O-])=O.[OH:18][C:19]1[CH:28]=[C:27]([O:29][CH2:30][C:31]2[CH:36]=[CH:35][C:34]([O:37][CH3:38])=[CH:33][CH:32]=2)[CH:26]=[CH:25][C:20]=1[C:21]([NH:23][CH3:24])=[O:22].C([O-])([O-])=O.[Cs+].[Cs+].C(OCC)(=O)C, predict the reaction product. The product is: [CH3:38][O:37][C:34]1[CH:33]=[CH:32][C:31]([CH2:30][O:29][C:27]2[CH:26]=[CH:25][C:20]([C:21]([NH:23][CH3:24])=[O:22])=[C:19]([O:18][CH2:14][C@@H:15]3[CH2:17][O:16]3)[CH:28]=2)=[CH:36][CH:35]=1.